This data is from Forward reaction prediction with 1.9M reactions from USPTO patents (1976-2016). The task is: Predict the product of the given reaction. The product is: [Cl:49][C:2]([Cl:1])([Cl:50])[CH2:3][O:4][C:5]([C@@H:7]1[CH2:12][CH2:11][CH2:10][N:9]([C:13](=[O:48])[C@@H:14]([NH:23][C:24](=[O:47])[C@@H:25]([NH:29][C:30](=[O:31])[C:74]([CH3:78])([CH3:75])/[CH:73]=[CH:72]/[C:66]2[CH:67]=[C:54]3[C:55]([CH:80]=[CH:52][C:51]([C@H:126]([O:125][C:122](=[O:124])[CH3:123])[CH3:127])=[N:53]3)=[CH:64][CH:65]=2)[CH:26]([CH3:27])[CH3:28])[CH2:15][O:16][CH2:17][C:18]2([CH3:22])[CH2:19][O:20][CH2:21]2)[NH:8]1)=[O:6]. Given the reactants [Cl:1][C:2]([Cl:50])([Cl:49])[CH2:3][O:4][C:5]([C@@H:7]1[CH2:12][CH2:11][CH2:10][N:9]([C:13](=[O:48])[C@@H:14]([NH:23][C:24](=[O:47])[C@@H:25]([NH:29][C:30](OCC2C3C=CC=CC=3C3C2=CC=CC=3)=[O:31])[CH:26]([CH3:28])[CH3:27])[CH2:15][O:16][CH2:17][C:18]2([CH3:22])[CH2:21][O:20][CH2:19]2)[NH:8]1)=[O:6].[CH2:51]([NH:53][CH2:54][CH3:55])[CH3:52].C(O[C@@H](C1C=CC2[C:64](=[CH:65][C:66](/[CH:72]=[CH:73]/[C:74](C)([CH3:78])[C:75](O)=O)=[CH:67]C=2)N=1)C)(=O)C.[CH:80](N(CC)C(C)C)(C)C.C[NH3+].F[P-](F)(F)(F)(F)F.N1(OC(N(C)C)=[N+](C)C)C2N=CC=CC=2N=N1.F[P-](F)(F)(F)(F)F.[C:122]([O:125][CH2:126][CH3:127])(=[O:124])[CH3:123], predict the reaction product.